This data is from Catalyst prediction with 721,799 reactions and 888 catalyst types from USPTO. The task is: Predict which catalyst facilitates the given reaction. (1) Reactant: [O:1]=[C:2]1[C:6]2([CH2:11][CH2:10][NH:9][CH2:8][CH2:7]2)[N:5]([C:12]2[CH:17]=[CH:16][CH:15]=[CH:14][CH:13]=2)[CH2:4][N:3]1[CH2:18][C:19]1[CH:31]=[CH:30][CH:29]=[CH:28][C:20]=1[C:21]([O:23][C:24]([CH3:27])([CH3:26])[CH3:25])=[O:22].Cl[CH2:33][CH2:34][CH2:35][N:36]1[C:40]2[CH:41]=[CH:42][CH:43]=[CH:44][C:39]=2[N:38]([CH:45]2[CH2:47][CH2:46]2)[C:37]1=[O:48].[I-].[Na+].C(=O)([O-])[O-].[K+].[K+]. Product: [CH:45]1([N:38]2[C:39]3[CH:44]=[CH:43][CH:42]=[CH:41][C:40]=3[N:36]([CH2:35][CH2:34][CH2:33][N:9]3[CH2:8][CH2:7][C:6]4([N:5]([C:12]5[CH:13]=[CH:14][CH:15]=[CH:16][CH:17]=5)[CH2:4][N:3]([CH2:18][C:19]5[CH:31]=[CH:30][CH:29]=[CH:28][C:20]=5[C:21]([O:23][C:24]([CH3:27])([CH3:25])[CH3:26])=[O:22])[C:2]4=[O:1])[CH2:11][CH2:10]3)[C:37]2=[O:48])[CH2:47][CH2:46]1. The catalyst class is: 131. (2) Reactant: [C:1]([CH2:3][NH:4][C:5](=[O:27])[CH:6]([S:11][C:12]1[CH:17]=[CH:16][C:15](B2OC(C)(C)C(C)(C)O2)=[CH:14][CH:13]=1)[CH2:7][CH:8]([CH3:10])[CH3:9])#[N:2].Br[C:29]1[CH:43]=[CH:42][C:32]([CH2:33][NH:34][C:35](=[O:41])[O:36][C:37]([CH3:40])([CH3:39])[CH3:38])=[CH:31][CH:30]=1.C(=O)([O-])[O-].[Na+].[Na+].C([O-])(O)=O.[Na+]. Product: [C:1]([CH2:3][NH:4][C:5]([CH:6]([S:11][C:12]1[CH:13]=[CH:14][C:15]([C:29]2[CH:30]=[CH:31][C:32]([CH2:33][NH:34][C:35](=[O:41])[O:36][C:37]([CH3:39])([CH3:38])[CH3:40])=[CH:42][CH:43]=2)=[CH:16][CH:17]=1)[CH2:7][CH:8]([CH3:9])[CH3:10])=[O:27])#[N:2]. The catalyst class is: 3. (3) Reactant: Cl[C:2]1[N:11]=[C:10]([NH:12][CH2:13][CH:14]([C:21]2[CH:26]=[CH:25][CH:24]=[CH:23][CH:22]=2)[C:15]2[CH:20]=[CH:19][CH:18]=[CH:17][CH:16]=2)[C:9]2[C:4](=[CH:5][CH:6]=[CH:7][CH:8]=2)[N:3]=1.[NH:27]1[C:35]2[CH2:34][CH2:33][NH:32][CH2:31][C:30]=2[CH:29]=[CH:28]1. Product: [NH:27]1[C:35]2[CH2:34][CH2:33][N:32]([C:2]3[N:11]=[C:10]([NH:12][CH2:13][CH:14]([C:21]4[CH:26]=[CH:25][CH:24]=[CH:23][CH:22]=4)[C:15]4[CH:16]=[CH:17][CH:18]=[CH:19][CH:20]=4)[C:9]4[C:4](=[CH:5][CH:6]=[CH:7][CH:8]=4)[N:3]=3)[CH2:31][C:30]=2[CH:29]=[CH:28]1. The catalyst class is: 8. (4) Reactant: Cl[C:2](Cl)([O:4][C:5](=[O:11])OC(Cl)(Cl)Cl)Cl.[C:13]([NH2:17])([CH3:16])([CH3:15])[CH3:14].C(N(CC)CC)C.[Br:25][CH2:26][CH2:27][OH:28]. Product: [C:5](=[O:11])([O-:4])[NH2:17].[C:13]([NH:17][C:2](=[O:4])[O:28][CH2:27][CH2:26][Br:25])([CH3:16])([CH3:15])[CH3:14]. The catalyst class is: 808. (5) Reactant: Cl[C:2]1[N:3]=[C:4]([C:19]2[O:20][CH:21]=[CH:22][CH:23]=2)[C:5]2[CH:10]=[CH:9][N:8]([CH2:11][C:12]3[CH:17]=[CH:16][CH:15]=[CH:14][C:13]=3[F:18])[C:6]=2[N:7]=1.[CH2:24]([NH2:35])[C:25]1[CH:34]=[CH:33][C:30]([O:31][CH3:32])=[C:27]([O:28][CH3:29])[CH:26]=1. Product: [CH3:29][O:28][C:27]1[CH:26]=[C:25]([CH:34]=[CH:33][C:30]=1[O:31][CH3:32])[CH2:24][NH:35][C:2]1[N:3]=[C:4]([C:19]2[O:20][CH:21]=[CH:22][CH:23]=2)[C:5]2[CH:10]=[CH:9][N:8]([CH2:11][C:12]3[CH:17]=[CH:16][CH:15]=[CH:14][C:13]=3[F:18])[C:6]=2[N:7]=1. The catalyst class is: 60. (6) Product: [F:21][C:22]([F:33])([F:32])[C:23]([NH:18][CH2:17][CH2:16][C:12]1[CH:13]=[CH:14][CH:15]=[C:10]([C:9]([F:19])([F:20])[F:8])[CH:11]=1)=[O:24]. The catalyst class is: 2. Reactant: C(N(CC)CC)C.[F:8][C:9]([F:20])([F:19])[C:10]1[CH:11]=[C:12]([CH2:16][CH2:17][NH2:18])[CH:13]=[CH:14][CH:15]=1.[F:21][C:22]([F:33])([F:32])[C:23](O[C:23](=[O:24])[C:22]([F:33])([F:32])[F:21])=[O:24]. (7) The catalyst class is: 58. Product: [Cl:1][C:2]1[C:3]([C:10]#[N:11])=[N:4][CH:5]=[C:6]([CH2:8][C:12]#[N:13])[CH:7]=1. Reactant: [Cl:1][C:2]1[C:3]([C:10]#[N:11])=[N:4][CH:5]=[C:6]([CH2:8]Cl)[CH:7]=1.[C-:12]#[N:13].[Na+]. (8) Reactant: [F:1][C:2]1[CH:7]=[CH:6][C:5]([N:8]2[C:13](=[O:14])[C:12]([C:15]([OH:17])=O)=[N:11][N:10]([CH:18]([CH3:20])[CH3:19])[C:9]2=[O:21])=[CH:4][CH:3]=1.[CH3:22][O:23][C:24]1[CH:25]=[C:26]2[C:31](=[CH:32][C:33]=1[O:34][CH3:35])[N:30]=[CH:29][CH:28]=[C:27]2[O:36][C:37]1[CH:42]=[CH:41][C:40]([NH2:43])=[CH:39][C:38]=1[F:44].F[P-](F)(F)(F)(F)F.C[N+](C)=C(N(C)C)ON1C2N=CC=CC=2N=N1.C(N(CC)C(C)C)(C)C. The catalyst class is: 9. Product: [CH3:22][O:23][C:24]1[CH:25]=[C:26]2[C:31](=[CH:32][C:33]=1[O:34][CH3:35])[N:30]=[CH:29][CH:28]=[C:27]2[O:36][C:37]1[CH:42]=[CH:41][C:40]([NH:43][C:15]([C:12]2[C:13](=[O:14])[N:8]([C:5]3[CH:4]=[CH:3][C:2]([F:1])=[CH:7][CH:6]=3)[C:9](=[O:21])[N:10]([CH:18]([CH3:20])[CH3:19])[N:11]=2)=[O:17])=[CH:39][C:38]=1[F:44]. (9) Reactant: [C:1]([O:5][C:6](=[O:20])[NH:7][C:8]1[C:13]([CH3:14])=[CH:12][C:11](/[C:15](/[CH2:18][CH3:19])=[CH:16]/[CH3:17])=[CH:10][N:9]=1)([CH3:4])([CH3:3])[CH3:2]. Product: [C:1]([O:5][C:6](=[O:20])[NH:7][C:8]1[C:13]([CH3:14])=[CH:12][C:11]([CH:15]([CH2:18][CH3:19])[CH2:16][CH3:17])=[CH:10][N:9]=1)([CH3:3])([CH3:4])[CH3:2]. The catalyst class is: 129.